From a dataset of Full USPTO retrosynthesis dataset with 1.9M reactions from patents (1976-2016). Predict the reactants needed to synthesize the given product. (1) Given the product [Cl:1][C:2]1[C:3]([C:9]([NH:11][C:12]2[CH:20]=[C:19]([C:21]3[CH:29]=[CH:28][CH:27]=[C:26]4[C:22]=3[CH:23]=[CH:24][NH:25]4)[CH:18]=[C:17]3[C:13]=2[CH:14]=[N:15][NH:16]3)=[O:10])=[N:4][C:5]([N:31]([CH3:32])[CH3:30])=[CH:6][CH:7]=1, predict the reactants needed to synthesize it. The reactants are: [Cl:1][C:2]1[C:3]([C:9]([NH:11][C:12]2[CH:20]=[C:19]([C:21]3[CH:29]=[CH:28][CH:27]=[C:26]4[C:22]=3[CH:23]=[CH:24][NH:25]4)[CH:18]=[C:17]3[C:13]=2[CH:14]=[N:15][NH:16]3)=[O:10])=[N:4][C:5](Cl)=[CH:6][CH:7]=1.[CH3:30][NH:31][CH3:32].CCN(C(C)C)C(C)C. (2) Given the product [CH:1]1([NH:7][C:11]([C:13]2[C:14](=[O:34])[N:15]([CH2:25][C:26]3[CH:31]=[CH:30][C:29]([O:32][CH3:33])=[CH:28][CH:27]=3)[C:16]3[C:21]([C:22]=2[OH:23])=[CH:20][C:19]([Cl:24])=[CH:18][N:17]=3)=[O:10])[CH2:6][CH2:5][CH2:4][CH2:3][CH2:2]1, predict the reactants needed to synthesize it. The reactants are: [CH:1]1([NH2:7])[CH2:6][CH2:5][CH2:4][CH2:3][CH2:2]1.C([O:10][C:11]([C:13]1[C:14](=[O:34])[N:15]([CH2:25][C:26]2[CH:31]=[CH:30][C:29]([O:32][CH3:33])=[CH:28][CH:27]=2)[C:16]2[C:21]([C:22]=1[OH:23])=[CH:20][C:19]([Cl:24])=[CH:18][N:17]=2)=O)C.